This data is from Reaction yield outcomes from USPTO patents with 853,638 reactions. The task is: Predict the reaction yield, written as a fraction of the theoretical maximum amount of product (1.0 means a 100% yield; for example, 0.34 means a 34% yield). (1) The product is [F:1][C:2]([F:25])([C:21]([F:22])([F:23])[F:24])[CH2:3][CH2:4][CH2:5][CH2:6][CH2:7][CH2:8][O:9][CH2:10][CH2:11][CH2:12][CH2:13][CH2:14][CH2:15][CH2:16][CH2:17][CH2:18][CH2:19][CH2:20][OH:35]. The reactants are [F:1][C:2]([F:25])([C:21]([F:24])([F:23])[F:22])[CH2:3][CH2:4][CH2:5][CH2:6][CH2:7][CH2:8][O:9][CH2:10][CH2:11][CH2:12][CH2:13][CH2:14][CH2:15][CH2:16][CH2:17][CH2:18][CH:19]=[CH2:20].B1C2CCCC1CCC2.[OH:35]O.[OH-].[Na+]. The yield is 0.760. No catalyst specified. (2) The product is [CH:34]1[C:35]2[C:40](=[CH:39][CH:38]=[CH:37][CH:36]=2)[CH:41]=[CH:42][C:33]=1[C:31]([NH:30][C:27]1[N:28]=[CH:29][C:24]([CH2:23][N:1]2[C:9]3[C:4](=[CH:5][CH:6]=[CH:7][CH:8]=3)[C:3]([CH2:10][C:11]([O:13][CH2:14][CH3:15])=[O:12])=[N:2]2)=[CH:25][CH:26]=1)=[O:32]. The catalyst is O1CCCC1. The yield is 0.212. The reactants are [NH:1]1[C:9]2[C:4](=[CH:5][CH:6]=[CH:7][CH:8]=2)[C:3]([CH2:10][C:11]([O:13][CH2:14][CH3:15])=[O:12])=[N:2]1.C(=O)([O-])[O-].[Cs+].[Cs+].Br[CH2:23][C:24]1[CH:25]=[CH:26][C:27]([NH:30][C:31]([C:33]2[CH:42]=[CH:41][C:40]3[C:35](=[CH:36][CH:37]=[CH:38][CH:39]=3)[CH:34]=2)=[O:32])=[N:28][CH:29]=1. (3) The reactants are [Na].[CH2:2]([O:4][C:5](=[O:10])[CH2:6][C:7]([CH3:9])=[O:8])[CH3:3].C(=O)([O-])[O-].[K+].[K+].[I-].[K+].Cl[CH2:20][C:21](=[O:23])[CH3:22]. The catalyst is CC(C)=O. The product is [CH2:2]([O:4][C:5](=[O:10])[CH:6]([C:7](=[O:8])[CH3:9])[CH2:20][C:21](=[O:23])[CH3:22])[CH3:3]. The yield is 0.480. (4) The reactants are [F:1][C:2]1[CH:3]=[C:4]2[C:9](=[CH:10][CH:11]=1)[C:8](=[O:12])[NH:7][CH2:6][CH2:5]2.[H-].[Na+].[CH3:15]I. The catalyst is C1COCC1. The product is [F:1][C:2]1[CH:3]=[C:4]2[C:9](=[CH:10][CH:11]=1)[C:8](=[O:12])[N:7]([CH3:15])[CH2:6][CH2:5]2. The yield is 0.960. (5) The reactants are [BH4-].[Li+].C([O:5][C:6](=O)[C@@H:7]([NH:14][S:15]([C:18]1[CH:23]=[CH:22][C:21]([Cl:24])=[CH:20][CH:19]=1)(=[O:17])=[O:16])[C@H:8]([CH3:13])[C:9]([F:12])([F:11])[F:10])C.Cl. The product is [Cl:24][C:21]1[CH:22]=[CH:23][C:18]([S:15]([NH:14][C@H:7]([CH2:6][OH:5])[C@H:8]([CH3:13])[C:9]([F:10])([F:11])[F:12])(=[O:17])=[O:16])=[CH:19][CH:20]=1. The yield is 0.800. The catalyst is C1COCC1. (6) The reactants are [CH2:1]([C:3]1[C:8]([OH:9])=[CH:7][C:6]([OH:10])=[C:5]([C:11](=[O:20])[C:12]2[CH:17]=[CH:16][C:15]([O:18][CH3:19])=[CH:14][CH:13]=2)[C:4]=1[CH2:21][C:22]([OH:24])=O)[CH3:2].O.ON1C2C=CC=CC=2N=N1.Cl.CN(C)CCCN=C=NCC.[CH3:48][O:49][CH2:50][CH2:51][NH:52][CH3:53]. The catalyst is ClCCl.O. The yield is 0.130. The product is [CH2:1]([C:3]1[C:8]([OH:9])=[CH:7][C:6]([OH:10])=[C:5]([C:11](=[O:20])[C:12]2[CH:17]=[CH:16][C:15]([O:18][CH3:19])=[CH:14][CH:13]=2)[C:4]=1[CH2:21][C:22]([N:52]([CH2:51][CH2:50][O:49][CH3:48])[CH3:53])=[O:24])[CH3:2]. (7) The reactants are [Cl:1][C:2]1[CH:11]=[CH:10][C:9]2[CH2:8][CH:7]([CH2:12][OH:13])[N:6]3[C:14]4[CH:15]=[CH:16][CH:17]=[C:18]([F:21])[C:19]=4[CH:20]=[C:5]3[C:4]=2[N:3]=1.[CH3:22][S:23](Cl)(=[O:25])=[O:24]. The catalyst is C1COCC1. The product is [CH3:22][S:23]([O:13][CH2:12][CH:7]1[N:6]2[C:14]3[CH:15]=[CH:16][CH:17]=[C:18]([F:21])[C:19]=3[CH:20]=[C:5]2[C:4]2[N:3]=[C:2]([Cl:1])[CH:11]=[CH:10][C:9]=2[CH2:8]1)(=[O:25])=[O:24]. The yield is 0.800.